Dataset: Full USPTO retrosynthesis dataset with 1.9M reactions from patents (1976-2016). Task: Predict the reactants needed to synthesize the given product. Given the product [CH2:1]([O:8][C:9]([N:11]1[CH2:15][CH2:14][CH2:13][CH:12]1[C:16](=[O:30])[NH:17][C:18]1[S:19][CH:20]=[C:21]([C:23]2[CH:24]=[CH:25][C:26]([NH:29][CH3:31])=[CH:27][CH:28]=2)[N:22]=1)=[O:10])[C:2]1[CH:3]=[CH:4][CH:5]=[CH:6][CH:7]=1, predict the reactants needed to synthesize it. The reactants are: [CH2:1]([O:8][C:9]([N:11]1[CH2:15][CH2:14][CH2:13][C@H:12]1[C:16](=[O:30])[NH:17][C:18]1[S:19][CH:20]=[C:21]([C:23]2[CH:28]=[CH:27][C:26]([NH2:29])=[CH:25][CH:24]=2)[N:22]=1)=[O:10])[C:2]1[CH:7]=[CH:6][CH:5]=[CH:4][CH:3]=1.[CH2:31](N(CC)CC)C.CI.